This data is from Aqueous solubility values for 9,982 compounds from the AqSolDB database. The task is: Regression/Classification. Given a drug SMILES string, predict its absorption, distribution, metabolism, or excretion properties. Task type varies by dataset: regression for continuous measurements (e.g., permeability, clearance, half-life) or binary classification for categorical outcomes (e.g., BBB penetration, CYP inhibition). For this dataset (solubility_aqsoldb), we predict Y. (1) The molecule is CNC1=Nc2ccc(Cl)cc2C(c2ccccc2)=[N+]([O-])C1. The Y is -4.48 log mol/L. (2) The drug is O=[N+]([O-])c1ccc2c3c(cccc13)CC2. The Y is -5.34 log mol/L. (3) The Y is -4.94 log mol/L. The drug is NC(=O)c1ccc(NC(=O)c2ccc([N+](=O)[O-])cc2)cc1. (4) The compound is CN1C(C)(C)CC(OC(=O)CCCCCCCCC(=O)OC2CC(C)(C)N(C)C(C)(C)C2)CC1(C)C.COC(=O)CCCCCCCCC(=O)OC1CC(C)(C)N(C)C(C)(C)C1. The Y is -4.61 log mol/L. (5) The compound is C[As](=O)([O-])[O-].[Na+].[Na+]. The Y is 0.371 log mol/L. (6) The molecule is Cc1cc(S(=O)(=O)[O-])ccc1N/N=C1/C(=O)C=Cc2ccccc21.[Na+]. The Y is -0.437 log mol/L. (7) The compound is CC(C(=O)O)N(CCC#N)CCC#N. The Y is -0.170 log mol/L.